This data is from Forward reaction prediction with 1.9M reactions from USPTO patents (1976-2016). The task is: Predict the product of the given reaction. (1) Given the reactants Br[C:2]1[CH:3]=[CH:4][C:5]2[N:6]([C:8]([C:11]([N:13]3[CH2:20][C@@H:19]4[C@@H:15]([CH2:16][N:17]([C:21]5[CH:26]=[CH:25][CH:24]=[CH:23][C:22]=5[C:27]([F:30])([F:29])[F:28])[CH2:18]4)[CH2:14]3)=[O:12])=[N:9][N:10]=2)[CH:7]=1.[CH3:31]N1CCCC1.C[Mg]Br, predict the reaction product. The product is: [CH3:31][C:2]1[CH:3]=[CH:4][C:5]2[N:6]([C:8]([C:11]([N:13]3[CH2:20][C@@H:19]4[C@@H:15]([CH2:16][N:17]([C:21]5[CH:26]=[CH:25][CH:24]=[CH:23][C:22]=5[C:27]([F:30])([F:28])[F:29])[CH2:18]4)[CH2:14]3)=[O:12])=[N:9][N:10]=2)[CH:7]=1. (2) The product is: [CH2:18]([C:13]1[C:12](/[CH:11]=[CH:10]/[C:7]2[CH:8]=[CH:9][C:4]([C:3]([NH:27][C@@H:24]([CH3:23])[CH2:25][OH:26])=[O:22])=[CH:5][N:6]=2)=[C:16]([CH3:17])[O:15][N:14]=1)[CH2:19][CH2:20][CH3:21]. Given the reactants CO[C:3](=[O:22])[C:4]1[CH:9]=[CH:8][C:7](/[CH:10]=[CH:11]/[C:12]2[C:13]([CH2:18][CH2:19][CH2:20][CH3:21])=[N:14][O:15][C:16]=2[CH3:17])=[N:6][CH:5]=1.[CH3:23][CH:24]([NH2:27])[CH2:25][OH:26], predict the reaction product. (3) Given the reactants [CH2:1]([N:3]1[C:12]2[C:7](=[CH:8][CH:9]=[C:10]([N+:13]([O-])=O)[CH:11]=2)[C:6]([CH3:17])([CH3:16])[CH2:5][CH2:4]1)[CH3:2], predict the reaction product. The product is: [CH2:1]([N:3]1[C:12]2[C:7](=[CH:8][CH:9]=[C:10]([NH2:13])[CH:11]=2)[C:6]([CH3:16])([CH3:17])[CH2:5][CH2:4]1)[CH3:2]. (4) Given the reactants Cl.[NH2:2][OH:3].[OH-].[Na+].[Br:6][C:7]1[CH:8]=[C:9]([C:13](=O)[CH:14]=[C:15]([C:20]2[CH:25]=[C:24]([Cl:26])[CH:23]=[C:22]([Cl:27])[CH:21]=2)[C:16]([F:19])([F:18])[F:17])[S:10][C:11]=1[CH3:12], predict the reaction product. The product is: [Br:6][C:7]1[CH:8]=[C:9]([C:13]2[CH2:14][C:15]([C:20]3[CH:25]=[C:24]([Cl:26])[CH:23]=[C:22]([Cl:27])[CH:21]=3)([C:16]([F:19])([F:18])[F:17])[O:3][N:2]=2)[S:10][C:11]=1[CH3:12]. (5) Given the reactants [Cl:1][C:2]1[CH:7]=[CH:6][C:5]([S:8]([NH:11][C@H:12]([CH2:19][C:20]2[CH:25]=[CH:24][CH:23]=[CH:22][CH:21]=2)[C:13](=O)[CH2:14][C:15]([O-:17])=[O:16])(=[O:10])=[O:9])=[CH:4][CH:3]=1.C(C([NH:43]S(C1C=CC(Cl)=CC=1)(=O)=O)C(=O)C(CC)C(=O)CC)C1C=CC=CC=1.Cl.NO.C([O-])(=O)C.[Na+], predict the reaction product. The product is: [Cl:1][C:2]1[CH:7]=[CH:6][C:5]([S:8]([NH:11][C@@H:12]([C:13]2[CH2:14][C:15](=[O:16])[O:17][N:43]=2)[CH2:19][C:20]2[CH:25]=[CH:24][CH:23]=[CH:22][CH:21]=2)(=[O:10])=[O:9])=[CH:4][CH:3]=1.